From a dataset of Reaction yield outcomes from USPTO patents with 853,638 reactions. Predict the reaction yield, written as a fraction of the theoretical maximum amount of product (1.0 means a 100% yield; for example, 0.34 means a 34% yield). The reactants are Br[C:2]1[N:7]=[C:6]([Cl:8])[C:5]([NH:9][C:10](=[O:13])[CH2:11][CH3:12])=[C:4]([CH3:14])[CH:3]=1.[Li+].[Br-].[CH2:17]([Mg]Br)[CH:18]=[CH2:19].[NH4+].[Cl-]. The catalyst is C1COCC1.C(OCC)(=O)C. The product is [CH2:19]([C:2]1[N:7]=[C:6]([Cl:8])[C:5]([NH:9][C:10](=[O:13])[CH2:11][CH3:12])=[C:4]([CH3:14])[CH:3]=1)[CH:18]=[CH2:17]. The yield is 0.830.